This data is from Forward reaction prediction with 1.9M reactions from USPTO patents (1976-2016). The task is: Predict the product of the given reaction. (1) Given the reactants [N+:1]([C:4]1[CH:5]=[C:6](/[CH:10]=[CH:11]/[C:12](=[O:14])[CH3:13])[CH:7]=[CH:8][CH:9]=1)([O-])=O, predict the reaction product. The product is: [NH2:1][C:4]1[CH:5]=[C:6]([CH2:10][CH2:11][C:12](=[O:14])[CH3:13])[CH:7]=[CH:8][CH:9]=1. (2) Given the reactants [Cl:1][C:2]1[CH:28]=[C:27]([F:29])[CH:26]=[CH:25][C:3]=1[CH2:4][NH:5][C:6]1[S:7][C:8](=[CH:12][C:13]2[N:14]=[C:15]3[C:20](=[CH:21][CH:22]=2)[N:19]=[CH:18][C:17](C#N)=[CH:16]3)[C:9](=[O:11])[N:10]=1.C(O[Na])(C)=O.[CH:35]([O:38]C1C=CN=C2C=1N=C(C=O)C=C2)([CH3:37])[CH3:36], predict the reaction product. The product is: [Cl:1][C:2]1[CH:28]=[C:27]([F:29])[CH:26]=[CH:25][C:3]=1[CH2:4][NH:5][C:6]1[S:7][C:8](=[CH:12][C:13]2[CH:22]=[CH:21][C:20]3[C:15](=[C:16]([O:38][CH:35]([CH3:37])[CH3:36])[CH:17]=[CH:18][N:19]=3)[N:14]=2)[C:9](=[O:11])[N:10]=1. (3) Given the reactants Cl[C:2]1[C:3]2[N:4]([N:16]=[CH:17][N:18]=2)[CH:5]=[C:6]([C:8]2[CH:13]=[CH:12][C:11]([Cl:14])=[CH:10][C:9]=2[Cl:15])[N:7]=1.Cl.Cl.[NH2:21][C:22]1[C:27]([C:28]#[N:29])=[CH:26][CH:25]=[C:24]([NH:30][CH2:31][CH2:32][NH2:33])[N:23]=1.C(N(CC)C(C)C)(C)C, predict the reaction product. The product is: [NH2:21][C:22]1[C:27]([C:28]#[N:29])=[CH:26][CH:25]=[C:24]([NH:30][CH2:31][CH2:32][NH:33][C:2]2[C:3]3[N:4]([N:16]=[CH:17][N:18]=3)[CH:5]=[C:6]([C:8]3[CH:13]=[CH:12][C:11]([Cl:14])=[CH:10][C:9]=3[Cl:15])[N:7]=2)[N:23]=1. (4) Given the reactants Cl.Cl.[CH2:3]([O:5][C:6](=[O:12])[CH2:7][NH:8][CH2:9][CH2:10][NH2:11])[CH3:4].[Cl:13][C:14]1[CH:19]=[CH:18][C:17]([C:20]2[S:24][C:23]([S:25](Cl)(=[O:27])=[O:26])=[N:22][N:21]=2)=[C:16]([N+:29]([O-:31])=[O:30])[CH:15]=1, predict the reaction product. The product is: [CH2:3]([O:5][C:6](=[O:12])[CH2:7][NH:8][CH2:9][CH2:10][NH:11][S:25]([C:23]1[S:24][C:20]([C:17]2[CH:18]=[CH:19][C:14]([Cl:13])=[CH:15][C:16]=2[N+:29]([O-:31])=[O:30])=[N:21][N:22]=1)(=[O:27])=[O:26])[CH3:4]. (5) The product is: [OH:1][CH:2]1[CH2:6][CH2:5][CH:4]([C:7]2[N:12]=[C:11]3[CH2:13][CH2:14][CH2:15][C:10]3=[C:9]([NH:16][C:17]3[CH:18]=[CH:19][C:20]([CH2:23][C:24]([O:26][CH2:27][CH3:28])=[O:25])=[CH:21][CH:22]=3)[CH:8]=2)[CH2:3]1. Given the reactants [OH:1][CH:2]1[CH2:6][CH2:5][C:4]([C:7]2[N:12]=[C:11]3[CH2:13][CH2:14][CH2:15][C:10]3=[C:9]([NH:16][C:17]3[CH:22]=[CH:21][C:20]([CH2:23][C:24]([O:26][CH2:27][CH3:28])=[O:25])=[CH:19][CH:18]=3)[CH:8]=2)=[CH:3]1, predict the reaction product. (6) Given the reactants C([N:8](CC1C=CC=CC=1)[CH2:9][CH2:10][O:11][C:12]1([C:25]([O:27]C)=O)[CH2:17][CH2:16][N:15]([C:18]([O:20][C:21]([CH3:24])([CH3:23])[CH3:22])=[O:19])[CH2:14][CH2:13]1)C1C=CC=CC=1.[H][H], predict the reaction product. The product is: [O:27]=[C:25]1[C:12]2([CH2:17][CH2:16][N:15]([C:18]([O:20][C:21]([CH3:24])([CH3:23])[CH3:22])=[O:19])[CH2:14][CH2:13]2)[O:11][CH2:10][CH2:9][NH:8]1.